From a dataset of Full USPTO retrosynthesis dataset with 1.9M reactions from patents (1976-2016). Predict the reactants needed to synthesize the given product. (1) Given the product [CH3:13][O:12][C:3]1[CH:4]=[CH:5][C:6]2[C:11](=[CH:10][CH:9]=[CH:8][CH:7]=2)[C:2]=1[C:14]1[CH:19]=[CH:18][CH:17]=[CH:16][CH:15]=1, predict the reactants needed to synthesize it. The reactants are: Br[C:2]1[C:11]2[C:6](=[CH:7][CH:8]=[CH:9][CH:10]=2)[CH:5]=[CH:4][C:3]=1[O:12][CH3:13].[C:14]1(B(O)O)[CH:19]=[CH:18][CH:17]=[CH:16][CH:15]=1.P([O-])([O-])([O-])=O.[K+].[K+].[K+].[Cl-].[NH4+]. (2) The reactants are: ClS([N:5]=[C:6]=O)(=O)=O.[C:8]([O:12][C:13]([NH:15][N:16]1[CH:20]=[CH:19][CH:18]=[C:17]1[CH:21]1[CH2:24][N:23]([C:25]([O:27][CH2:28][C:29]2[CH:34]=[CH:33][CH:32]=[CH:31][CH:30]=2)=[O:26])[CH2:22]1)=[O:14])([CH3:11])([CH3:10])[CH3:9].CN(C=O)C. Given the product [C:8]([O:12][C:13]([NH:15][N:16]1[C:20]([C:6]#[N:5])=[CH:19][CH:18]=[C:17]1[CH:21]1[CH2:22][N:23]([C:25]([O:27][CH2:28][C:29]2[CH:34]=[CH:33][CH:32]=[CH:31][CH:30]=2)=[O:26])[CH2:24]1)=[O:14])([CH3:11])([CH3:9])[CH3:10], predict the reactants needed to synthesize it.